From a dataset of Peptide-MHC class II binding affinity with 134,281 pairs from IEDB. Regression. Given a peptide amino acid sequence and an MHC pseudo amino acid sequence, predict their binding affinity value. This is MHC class II binding data. (1) The peptide sequence is VREAIKRRLRTLILA. The MHC is DRB4_0101 with pseudo-sequence DRB4_0103. The binding affinity (normalized) is 0.850. (2) The peptide sequence is VEALYLVCGERGFFY. The MHC is DRB1_1501 with pseudo-sequence DRB1_1501. The binding affinity (normalized) is 0.520. (3) The peptide sequence is QAYAATVAAAPQVKY. The MHC is DRB1_0802 with pseudo-sequence DRB1_0802. The binding affinity (normalized) is 0.317. (4) The peptide sequence is GKLYSILKIQSPLFT. The MHC is HLA-DPA10201-DPB10101 with pseudo-sequence HLA-DPA10201-DPB10101. The binding affinity (normalized) is 0. (5) The peptide sequence is NFRFMSKGGMRNVFD. The MHC is DRB1_0405 with pseudo-sequence DRB1_0405. The binding affinity (normalized) is 0.285. (6) The peptide sequence is GVSACTCEICALKPK. The MHC is DRB1_0101 with pseudo-sequence DRB1_0101. The binding affinity (normalized) is 0.375.